The task is: Predict the product of the given reaction.. This data is from Forward reaction prediction with 1.9M reactions from USPTO patents (1976-2016). (1) Given the reactants [S:1]1[CH:5]=[CH:4][CH:3]=[C:2]1[C:6]1[O:10][N:9]=[C:8]([C:11]([OH:13])=O)[CH:7]=1.[CH3:14][O:15][C:16]1[CH:25]=[C:24]2[C:19]([N:20]=[CH:21][C:22]([S:26][CH2:27][CH2:28][N:29]3[CH2:34][CH2:33][CH:32]([NH2:35])[CH2:31][CH2:30]3)=[N:23]2)=[CH:18][CH:17]=1.ON1C2C=CC=CC=2N=N1.Cl.CN(C)CCCN=C=NCC.C(N(CC)C(C)C)(C)C, predict the reaction product. The product is: [CH3:14][O:15][C:16]1[CH:25]=[C:24]2[C:19]([N:20]=[CH:21][C:22]([S:26][CH2:27][CH2:28][N:29]3[CH2:30][CH2:31][CH:32]([NH:35][C:11]([C:8]4[CH:7]=[C:6]([C:2]5[S:1][CH:5]=[CH:4][CH:3]=5)[O:10][N:9]=4)=[O:13])[CH2:33][CH2:34]3)=[N:23]2)=[CH:18][CH:17]=1. (2) The product is: [Cl:39][C:33]1[CH:34]=[CH:35][CH:36]=[C:37]([Cl:38])[C:32]=1[C:12]1[C:11]([C:9]([NH2:8])=[O:10])=[N:31][C:15]2[N:16]=[C:17]([NH:20][C:21]3[CH:22]=[CH:23][C:24]([O:49][CH2:50][CH2:46][OH:42])=[CH:25][CH:26]=3)[N:18]=[CH:19][C:14]=2[CH:13]=1. Given the reactants CS(NCC[NH:8][C:9]([C:11]1[C:12]([C:32]2[C:37]([Cl:38])=[CH:36][CH:35]=[CH:34][C:33]=2[Cl:39])=[CH:13][C:14]2[CH:19]=[N:18][C:17]([NH:20][C:21]3[CH:26]=[CH:25][CH:24]=[C:23](SCCO)[CH:22]=3)=[N:16][C:15]=2[N:31]=1)=[O:10])(=O)=O.C[Si](C)(C)[O-:42].[K+].[CH2:46]1[CH2:50][O:49]CC1, predict the reaction product. (3) Given the reactants Cl[C:2]1[CH:7]=[C:6]([C:8]2[CH:13]=[CH:12][C:11]([C:14]([F:17])([F:16])[F:15])=[CH:10][CH:9]=2)[CH:5]=[C:4]([CH:18]2[CH2:20][CH2:19]2)[N:3]=1.[I:21][C:22]1[N:23]=[CH:24][NH:25][CH:26]=1, predict the reaction product. The product is: [CH:18]1([C:4]2[CH:5]=[C:6]([C:8]3[CH:13]=[CH:12][C:11]([C:14]([F:17])([F:16])[F:15])=[CH:10][CH:9]=3)[CH:7]=[C:2]([N:25]3[CH:26]=[C:22]([I:21])[N:23]=[CH:24]3)[N:3]=2)[CH2:20][CH2:19]1. (4) Given the reactants C[O:2][C:3]1[CH:12]=[CH:11][CH:10]=[C:9]2[C:4]=1[CH:5]=[CH:6][CH:7]=[C:8]2[C:13]#[N:14].B(Br)(Br)Br, predict the reaction product. The product is: [OH:2][C:3]1[CH:12]=[CH:11][CH:10]=[C:9]2[C:4]=1[CH:5]=[CH:6][CH:7]=[C:8]2[C:13]#[N:14]. (5) Given the reactants [Br:1][C:2]1[CH:7]=[CH:6][C:5]([C:8]2([C:11]([OH:13])=O)[CH2:10][CH2:9]2)=[CH:4][CH:3]=1.C(Cl)(=O)C(Cl)=O.[H-].[Na+].[CH3:22][S:23]([NH2:26])(=[O:25])=[O:24], predict the reaction product. The product is: [Br:1][C:2]1[CH:7]=[CH:6][C:5]([C:8]2([C:11]([NH:26][S:23]([CH3:22])(=[O:25])=[O:24])=[O:13])[CH2:10][CH2:9]2)=[CH:4][CH:3]=1. (6) Given the reactants Cl[C:2]1[CH:7]=[C:6]([O:8][C:9]2[CH:14]=[CH:13][CH:12]=[CH:11][CH:10]=2)[CH:5]=[CH:4][N:3]=1.[CH3:15][C:16]1[N:17]=[C:18]([NH2:21])[S:19][CH:20]=1.P([O-])([O-])([O-])=O.[K+].[K+].[K+].O, predict the reaction product. The product is: [CH3:15][C:16]1[N:17]=[C:18]([NH:21][C:2]2[CH:7]=[C:6]([O:8][C:9]3[C:14]4[C:13](=[CH:4][CH:5]=[CH:6][CH:7]=4)[CH:12]=[CH:11][CH:10]=3)[CH:5]=[CH:4][N:3]=2)[S:19][CH:20]=1.